From a dataset of Full USPTO retrosynthesis dataset with 1.9M reactions from patents (1976-2016). Predict the reactants needed to synthesize the given product. (1) Given the product [NH2:36][C:37]1[S:38][CH:39]=[C:40]([CH2:42][C:43]([NH:1][C:2]2[CH:3]=[CH:4][C:5]([CH2:6][CH:7]3[CH2:11][CH2:10][C@H:9]([C@H:12]([O:19][Si:20]([C:23]([CH3:26])([CH3:25])[CH3:24])([CH3:22])[CH3:21])[C:13]4[CH:18]=[CH:17][CH:16]=[CH:15][CH:14]=4)[N:8]3[C:27]([O:29][C:30]([CH3:33])([CH3:32])[CH3:31])=[O:28])=[CH:34][CH:35]=2)=[O:44])[N:41]=1, predict the reactants needed to synthesize it. The reactants are: [NH2:1][C:2]1[CH:35]=[CH:34][C:5]([CH2:6][CH:7]2[CH2:11][CH2:10][C@H:9]([C@H:12]([O:19][Si:20]([C:23]([CH3:26])([CH3:25])[CH3:24])([CH3:22])[CH3:21])[C:13]3[CH:18]=[CH:17][CH:16]=[CH:15][CH:14]=3)[N:8]2[C:27]([O:29][C:30]([CH3:33])([CH3:32])[CH3:31])=[O:28])=[CH:4][CH:3]=1.[NH2:36][C:37]1[S:38][CH:39]=[C:40]([CH2:42][C:43](O)=[O:44])[N:41]=1.C1C=NC2N(O)N=NC=2C=1.C(Cl)CCl.CCN(C(C)C)C(C)C. (2) The reactants are: C(OC([NH:11][CH:12]1[C:15](=[O:16])[NH:14][CH:13]1[O:17][C:18](=[O:20])[CH3:19])=O)C1C=CC=CC=1. Given the product [NH2:11][CH:12]1[C:15](=[O:16])[NH:14][CH:13]1[O:17][C:18](=[O:20])[CH3:19], predict the reactants needed to synthesize it. (3) The reactants are: [Br:1][CH2:2][CH2:3][CH2:4][CH2:5][CH2:6][CH2:7][CH2:8][CH2:9][CH2:10][CH2:11][CH2:12][CH2:13][CH2:14][CH2:15][CH2:16][C:17]([OH:19])=[O:18].[CH3:20]OC(OC)OC. Given the product [CH3:20][O:18][C:17](=[O:19])[CH2:16][CH2:15][CH2:14][CH2:13][CH2:12][CH2:11][CH2:10][CH2:9][CH2:8][CH2:7][CH2:6][CH2:5][CH2:4][CH2:3][CH2:2][Br:1], predict the reactants needed to synthesize it.